Dataset: Forward reaction prediction with 1.9M reactions from USPTO patents (1976-2016). Task: Predict the product of the given reaction. (1) Given the reactants Cl.I[C:3]1[CH:4]=[C:5]2[C:10](=[CH:11][CH:12]=1)[N:9]([CH2:13][C@@H:14]1[CH2:18][CH2:17][NH:16][CH2:15]1)[CH:8]=[C:7]([C:19]([O:21][CH2:22][CH3:23])=[O:20])[C:6]2=[O:24].[CH2:25]([NH:27][C:28](=[O:48])[NH:29][C:30]1[N:35]=[CH:34][C:33](B(O)O)=[C:32]([C:39]2[S:40][CH:41]=[C:42]([C:44]([F:47])([F:46])[F:45])[N:43]=2)[CH:31]=1)[CH3:26].C(=O)(O)[O-].[Na+], predict the reaction product. The product is: [CH2:25]([NH:27][C:28](=[O:48])[NH:29][C:30]1[N:35]=[CH:34][C:33]([C:3]2[CH:4]=[C:5]3[C:10](=[CH:11][CH:12]=2)[N:9]([CH2:13][C@@H:14]2[CH2:18][CH2:17][NH:16][CH2:15]2)[CH:8]=[C:7]([C:19]([O:21][CH2:22][CH3:23])=[O:20])[C:6]3=[O:24])=[C:32]([C:39]2[S:40][CH:41]=[C:42]([C:44]([F:47])([F:46])[F:45])[N:43]=2)[CH:31]=1)[CH3:26]. (2) Given the reactants Cl.[NH2:2][C@@H:3]1[C:17](=[O:18])[N:16]2[CH2:19][C@@H:20]([O:22][S:23]([C:26]3[CH:31]=[CH:30][C:29]([Br:32])=[CH:28][CH:27]=3)(=[O:25])=[O:24])[CH2:21][C@H:15]2[C:14](=[O:33])[NH:13][C@:12]2([C:35]([O:37][CH2:38][CH3:39])=[O:36])[CH2:34][C@H:11]2[CH:10]=[CH:9][CH2:8][CH2:7][CH2:6][CH2:5][CH2:4]1.CCN(CC)CC.[CH2:47]([C@@H:52]1[CH2:56][CH2:55][CH2:54][C@H:53]1[O:57][C:58](ON1C(=O)CCC1=O)=[O:59])[CH2:48][CH2:49][CH:50]=[CH2:51].Cl, predict the reaction product. The product is: [Br:32][C:29]1[CH:28]=[CH:27][C:26]([S:23]([O:22][C@@H:20]2[CH2:19][N:16]3[C:17](=[O:18])[C@@H:3]([NH:2][C:58]([O:57][C@@H:53]4[CH2:54][CH2:55][CH2:56][C@H:52]4[CH2:47][CH2:48][CH2:49][CH:50]=[CH2:51])=[O:59])[CH2:4][CH2:5][CH2:6][CH2:7][CH2:8][CH:9]=[CH:10][C@@H:11]4[CH2:34][C@@:12]4([C:35]([O:37][CH2:38][CH3:39])=[O:36])[NH:13][C:14](=[O:33])[C@@H:15]3[CH2:21]2)(=[O:25])=[O:24])=[CH:31][CH:30]=1. (3) Given the reactants [NH2:1][C:2]1[NH:6][N:5]=[CH:4][C:3]=1[C:7]#[N:8].[CH3:9][N:10]1[C:18]2[C:13](=[CH:14][C:15]([C:19](=O)[CH2:20][C:21](OCC)=[O:22])=[CH:16][CH:17]=2)[CH:12]=[N:11]1, predict the reaction product. The product is: [CH3:9][N:10]1[C:18]2[C:13](=[CH:14][C:15]([C:19]3[NH:1][C:2]4[N:6]([N:5]=[CH:4][C:3]=4[C:7]#[N:8])[C:21](=[O:22])[CH:20]=3)=[CH:16][CH:17]=2)[CH:12]=[N:11]1. (4) Given the reactants [CH3:1][O:2][C:3]1[CH:4]=[C:5]([NH:11][C:12]2[C:13]3[N:28]=[CH:27][S:26][C:14]=3[N:15]=[C:16]([N:18]3[CH2:22][CH2:21][CH:20]([C:23](O)=[O:24])[CH2:19]3)[N:17]=2)[CH:6]=[CH:7][C:8]=1[O:9][CH3:10].[NH2:29][C:30]1[CH:42]=[CH:41][C:33]([C:34]([O:36][C:37]([CH3:40])([CH3:39])[CH3:38])=[O:35])=[CH:32][CH:31]=1.CN(C(ON1N=NC2C=CC=NC1=2)=[N+](C)C)C.F[P-](F)(F)(F)(F)F.CCN(C(C)C)C(C)C, predict the reaction product. The product is: [CH3:1][O:2][C:3]1[CH:4]=[C:5]([NH:11][C:12]2[C:13]3[N:28]=[CH:27][S:26][C:14]=3[N:15]=[C:16]([N:18]3[CH2:22][CH2:21][CH:20]([C:23]([NH:29][C:30]4[CH:42]=[CH:41][C:33]([C:34]([O:36][C:37]([CH3:38])([CH3:39])[CH3:40])=[O:35])=[CH:32][CH:31]=4)=[O:24])[CH2:19]3)[N:17]=2)[CH:6]=[CH:7][C:8]=1[O:9][CH3:10]. (5) Given the reactants [OH-].[Na+].[F:3][C:4]1[CH:5]=[C:6]([N:11]2[CH2:15][CH2:14][CH2:13][CH:12]2[C:16]2[CH:17]=[C:18]([C:33]([O:35]C)=[O:34])[CH:19]=[C:20]3[C:25]=2[O:24][C:23]([N:26]2[CH2:31][CH2:30][O:29][CH2:28][CH2:27]2)=[CH:22][C:21]3=[O:32])[CH:7]=[C:8]([F:10])[CH:9]=1.Cl, predict the reaction product. The product is: [F:3][C:4]1[CH:5]=[C:6]([N:11]2[CH2:15][CH2:14][CH2:13][CH:12]2[C:16]2[CH:17]=[C:18]([C:33]([OH:35])=[O:34])[CH:19]=[C:20]3[C:25]=2[O:24][C:23]([N:26]2[CH2:27][CH2:28][O:29][CH2:30][CH2:31]2)=[CH:22][C:21]3=[O:32])[CH:7]=[C:8]([F:10])[CH:9]=1. (6) Given the reactants [OH:1][NH:2][C:3]([C:5]1[CH:13]=[CH:12][C:11]2[NH:10][C:9]3[CH:14]([CH2:17][C:18]([O:20][CH2:21][CH3:22])=[O:19])[CH2:15][CH2:16][C:8]=3[C:7]=2[CH:6]=1)=[NH:4].[F:23][C:24]([F:35])([F:34])[C:25]1[CH:26]=[C:27]([CH:31]=[CH:32][CH:33]=1)[C:28](Cl)=O, predict the reaction product. The product is: [F:23][C:24]([F:34])([F:35])[C:25]1[CH:26]=[C:27]([C:28]2[O:1][N:2]=[C:3]([C:5]3[CH:13]=[CH:12][C:11]4[NH:10][C:9]5[CH:14]([CH2:17][C:18]([O:20][CH2:21][CH3:22])=[O:19])[CH2:15][CH2:16][C:8]=5[C:7]=4[CH:6]=3)[N:4]=2)[CH:31]=[CH:32][CH:33]=1.